This data is from Forward reaction prediction with 1.9M reactions from USPTO patents (1976-2016). The task is: Predict the product of the given reaction. (1) Given the reactants Cl[C@H:2]1[C@@H:6](Cl)[CH2:5][S:4](=[O:9])(=[O:8])[CH2:3]1.[CH2:10]([NH2:13])[CH2:11][NH2:12], predict the reaction product. The product is: [NH:12]1[CH2:11][CH2:10][NH:13][CH:2]2[CH2:3][S:4](=[O:9])(=[O:8])[CH2:5][CH:6]12. (2) Given the reactants F[C:2]1[CH:22]=[CH:21][C:5]([CH2:6][C:7]2[C:15]3[C:10](=[CH:11][C:12]([C:16]([O:18]C)=[O:17])=[CH:13][CH:14]=3)[N:9]([CH3:20])[CH:8]=2)=[CH:4][CH:3]=1.O[Li].O, predict the reaction product. The product is: [CH2:6]([C:7]1[C:15]2[C:10](=[CH:11][C:12]([C:16]([OH:18])=[O:17])=[CH:13][CH:14]=2)[N:9]([CH3:20])[CH:8]=1)[C:5]1[CH:4]=[CH:3][CH:2]=[CH:22][CH:21]=1. (3) Given the reactants [Br:1][C:2]1[CH:3]=[N:4][C:5]2[N:6]([N:8]=[C:9]([CH2:11][OH:12])[N:10]=2)[CH:7]=1.C(OI(C1C=CC=CC=1)OC(=O)C)(=O)C.CC1(C)N([O])C(C)(C)CCC1.CC(OC)(C)C, predict the reaction product. The product is: [Br:1][C:2]1[CH:3]=[N:4][C:5]2[N:6]([N:8]=[C:9]([CH:11]=[O:12])[N:10]=2)[CH:7]=1.